From a dataset of Forward reaction prediction with 1.9M reactions from USPTO patents (1976-2016). Predict the product of the given reaction. Given the reactants [N:1]1([C:7](=[S:9])[NH2:8])[CH2:6][CH2:5][O:4][CH2:3][CH2:2]1.Br[CH:11]([CH3:18])[C:12](=O)[C:13]([O:15][CH3:16])=[O:14], predict the reaction product. The product is: [CH3:18][C:11]1[S:9][C:7]([N:1]2[CH2:6][CH2:5][O:4][CH2:3][CH2:2]2)=[N:8][C:12]=1[C:13]([O:15][CH3:16])=[O:14].